This data is from Catalyst prediction with 721,799 reactions and 888 catalyst types from USPTO. The task is: Predict which catalyst facilitates the given reaction. Reactant: [C:1]([C:3]1[C:4]([C:17]([F:20])([F:19])[F:18])=[C:5]2[C:9](=[CH:10][CH:11]=1)[N:8]([CH:12]([CH3:16])[C:13]([OH:15])=O)[CH:7]=[CH:6]2)#[N:2].[F:21][C:22]1[CH:27]=[CH:26][C:25]([C:28](=[NH:31])[NH:29]O)=[CH:24][CH:23]=1. Product: [F:21][C:22]1[CH:27]=[CH:26][C:25]([C:28]2[N:31]=[C:13]([CH:12]([N:8]3[C:9]4[C:5](=[C:4]([C:17]([F:20])([F:19])[F:18])[C:3]([C:1]#[N:2])=[CH:11][CH:10]=4)[CH:6]=[CH:7]3)[CH3:16])[O:15][N:29]=2)=[CH:24][CH:23]=1. The catalyst class is: 23.